From a dataset of NCI-60 drug combinations with 297,098 pairs across 59 cell lines. Regression. Given two drug SMILES strings and cell line genomic features, predict the synergy score measuring deviation from expected non-interaction effect. (1) Drug 1: CC(C1=C(C=CC(=C1Cl)F)Cl)OC2=C(N=CC(=C2)C3=CN(N=C3)C4CCNCC4)N. Drug 2: C1=NC(=NC(=O)N1C2C(C(C(O2)CO)O)O)N. Cell line: UACC62. Synergy scores: CSS=12.4, Synergy_ZIP=-2.91, Synergy_Bliss=-3.06, Synergy_Loewe=-5.70, Synergy_HSA=-2.31. (2) Drug 1: CC1C(C(CC(O1)OC2CC(OC(C2O)C)OC3=CC4=CC5=C(C(=O)C(C(C5)C(C(=O)C(C(C)O)O)OC)OC6CC(C(C(O6)C)O)OC7CC(C(C(O7)C)O)OC8CC(C(C(O8)C)O)(C)O)C(=C4C(=C3C)O)O)O)O. Drug 2: CCC1(CC2CC(C3=C(CCN(C2)C1)C4=CC=CC=C4N3)(C5=C(C=C6C(=C5)C78CCN9C7C(C=CC9)(C(C(C8N6C)(C(=O)OC)O)OC(=O)C)CC)OC)C(=O)OC)O.OS(=O)(=O)O. Cell line: A498. Synergy scores: CSS=46.9, Synergy_ZIP=-0.856, Synergy_Bliss=-0.827, Synergy_Loewe=0.495, Synergy_HSA=-0.0624. (3) Drug 1: CC12CCC(CC1=CCC3C2CCC4(C3CC=C4C5=CN=CC=C5)C)O. Drug 2: CCC1=C2CN3C(=CC4=C(C3=O)COC(=O)C4(CC)O)C2=NC5=C1C=C(C=C5)O. Cell line: NCI/ADR-RES. Synergy scores: CSS=17.4, Synergy_ZIP=-7.27, Synergy_Bliss=-1.32, Synergy_Loewe=-12.3, Synergy_HSA=-0.209.